This data is from Forward reaction prediction with 1.9M reactions from USPTO patents (1976-2016). The task is: Predict the product of the given reaction. (1) Given the reactants Br[C:2]1[N:7]2[CH:8]=[C:9]([CH:11]=[O:12])[N:10]=[C:6]2[C:5]([N:13]2[CH2:18][CH2:17][O:16][CH2:15][CH2:14]2)=[N:4][CH:3]=1.CC1(C)C(C)(C)OB([C:27]2[CH:28]=[CH:29][C:30]([N:33]3[CH2:38][CH2:37][N:36]([C:39]([O:41][C:42]([CH3:45])([CH3:44])[CH3:43])=[O:40])[CH2:35][CH2:34]3)=[N:31][CH:32]=2)O1.C([O-])([O-])=O.[Na+].[Na+].O, predict the reaction product. The product is: [CH:11]([C:9]1[N:10]=[C:6]2[C:5]([N:13]3[CH2:18][CH2:17][O:16][CH2:15][CH2:14]3)=[N:4][CH:3]=[C:2]([C:27]3[CH:28]=[CH:29][C:30]([N:33]4[CH2:38][CH2:37][N:36]([C:39]([O:41][C:42]([CH3:45])([CH3:44])[CH3:43])=[O:40])[CH2:35][CH2:34]4)=[N:31][CH:32]=3)[N:7]2[CH:8]=1)=[O:12]. (2) Given the reactants [Br:1][C:2]1[CH:23]=[CH:22][C:5]2[N:6]([CH:10]3[CH2:15][CH2:14][N:13]([CH:16]4[CH2:21][CH2:20][NH:19][CH2:18][CH2:17]4)[CH2:12][CH2:11]3)[C:7](=[O:9])[NH:8][C:4]=2[CH:3]=1.[CH3:24][C:25]1[CH:32]=[CH:31][CH:30]=[CH:29][C:26]=1[CH:27]=O, predict the reaction product. The product is: [Br:1][C:2]1[CH:23]=[CH:22][C:5]2[N:6]([CH:10]3[CH2:15][CH2:14][N:13]([CH:16]4[CH2:17][CH2:18][N:19]([CH2:24][C:25]5[CH:32]=[CH:31][CH:30]=[CH:29][C:26]=5[CH3:27])[CH2:20][CH2:21]4)[CH2:12][CH2:11]3)[C:7](=[O:9])[NH:8][C:4]=2[CH:3]=1.